Dataset: Reaction yield outcomes from USPTO patents with 853,638 reactions. Task: Predict the reaction yield, written as a fraction of the theoretical maximum amount of product (1.0 means a 100% yield; for example, 0.34 means a 34% yield). (1) The reactants are [C:1]([C:5]1[N:10]=[C:9]([N:11]([CH3:19])[C:12]2[CH:17]=[CH:16][CH:15]=[CH:14][C:13]=2[CH3:18])[C:8]([C:20]([NH:22][S:23]([C:26]2[CH:31]=[CH:30][CH:29]=[C:28]([N+:32]([O-])=O)[CH:27]=2)(=[O:25])=[O:24])=[O:21])=[CH:7][CH:6]=1)([CH3:4])([CH3:3])[CH3:2]. The catalyst is [Zn].C(O)(=O)C. The product is [NH2:32][C:28]1[CH:27]=[C:26]([S:23]([NH:22][C:20]([C:8]2[C:9]([N:11]([CH3:19])[C:12]3[CH:17]=[CH:16][CH:15]=[CH:14][C:13]=3[CH3:18])=[N:10][C:5]([C:1]([CH3:4])([CH3:3])[CH3:2])=[CH:6][CH:7]=2)=[O:21])(=[O:24])=[O:25])[CH:31]=[CH:30][CH:29]=1. The yield is 0.0200. (2) The reactants are [NH2:1][C:2]1[C:3]2[C:11]([CH3:12])=[C:10]([C:13]([O:15]C(C)(C)C)=[O:14])[S:9][C:4]=2[NH:5][C:6](=[O:8])[N:7]=1.FC(F)(F)C(O)=O. The catalyst is C(Cl)Cl. The product is [NH2:1][C:2]1[C:3]2[C:11]([CH3:12])=[C:10]([C:13]([OH:15])=[O:14])[S:9][C:4]=2[NH:5][C:6](=[O:8])[N:7]=1. The yield is 0.820. (3) The reactants are F[C:2]1[CH:7]=[CH:6][CH:5]=[CH:4][N:3]=1.[CH3:8][NH:9][CH2:10][CH2:11][NH:12][CH3:13].C(=O)([O-])[O-].[Na+].[Na+]. The catalyst is O1CCOCC1. The product is [CH3:8][N:9]([C:2]1[CH:7]=[CH:6][CH:5]=[CH:4][N:3]=1)[CH2:10][CH2:11][NH:12][CH3:13]. The yield is 0.980. (4) The reactants are [CH3:1][C:2]1[S:3][C:4]2[CH:10]=[CH:9][C:8](CCCN3C(=O)C4C(=CC=CC=4)C3=O)=[CH:7][C:5]=2[N:6]=1.C[NH2:26].[Cl:27]CCl.[ClH:30].[CH:31](O)([CH3:33])[CH3:32]. The catalyst is O.C(O)C. The product is [ClH:27].[ClH:30].[CH3:1][C:2]1[S:3][C:4]2[CH:10]=[C:9]([CH2:32][CH2:31][CH2:33][NH2:26])[CH:8]=[CH:7][C:5]=2[N:6]=1. The yield is 0.720.